This data is from Reaction yield outcomes from USPTO patents with 853,638 reactions. The task is: Predict the reaction yield, written as a fraction of the theoretical maximum amount of product (1.0 means a 100% yield; for example, 0.34 means a 34% yield). (1) The yield is 1.00. The reactants are O=C1C2C=CC=CC=2C(=O)[N:3]1[C:12]1[CH:17]=[CH:16][C:15]([C:18]([NH:20][S:21]([C:24]2[S:25][C:26]([Cl:29])=[CH:27][CH:28]=2)(=[O:23])=[O:22])=[O:19])=[CH:14][CH:13]=1.O.O.[Sn](Cl)Cl. The catalyst is CCOC(C)=O. The product is [NH2:3][C:12]1[CH:17]=[CH:16][C:15]([C:18]([NH:20][S:21]([C:24]2[S:25][C:26]([Cl:29])=[CH:27][CH:28]=2)(=[O:23])=[O:22])=[O:19])=[CH:14][CH:13]=1. (2) The reactants are [CH3:1][C:2]([C:6]1[CH:11]=[CH:10][C:9]([N+:12]([O-:14])=[O:13])=[CH:8][CH:7]=1)([CH3:5])[C:3]#[N:4].Cl.[OH-].[Na+]. The catalyst is C1COCC1. The product is [CH3:5][C:2]([C:6]1[CH:11]=[CH:10][C:9]([N+:12]([O-:14])=[O:13])=[CH:8][CH:7]=1)([CH3:1])[CH2:3][NH2:4]. The yield is 0.900. (3) The reactants are Cl.CN[C:4]1[CH:12]=[CH:11][CH:10]=[C:9]2[C:5]=1[CH2:6][N:7]([CH:14]1[CH2:19][CH2:18][C:17](=[O:20])[NH:16][C:15]1=[O:21])[C:8]2=[O:13].[C:22]1([N:32]=[C:33]=[O:34])[C:31]2[C:26](=[CH:27][CH:28]=[CH:29][CH:30]=2)[CH:25]=[CH:24][CH:23]=1.[CH:35]([N:38](C(C)C)[CH2:39]C)(C)C. The catalyst is C(Cl)Cl. The product is [O:21]=[C:15]1[CH:14]([N:7]2[CH2:6][C:5]3[C:9](=[CH:10][CH:11]=[CH:12][C:4]=3[CH2:35][N:38]([CH3:39])[C:33]([NH:32][C:22]3[C:31]4[C:26](=[CH:27][CH:28]=[CH:29][CH:30]=4)[CH:25]=[CH:24][CH:23]=3)=[O:34])[C:8]2=[O:13])[CH2:19][CH2:18][C:17](=[O:20])[NH:16]1. The yield is 0.890. (4) The reactants are [CH2:1]([NH:4][C:5](=[O:18])[C:6]([C:16]#[N:17])=[N:7][NH:8][C:9]1[CH:14]=[CH:13][CH:12]=[CH:11][C:10]=1[Br:15])[CH2:2][CH3:3].[Cl-].[Al+3].[Cl-].[Cl-].O1CCCC1.CO. The catalyst is C1(C)C=CC=CC=1.C(Cl)(Cl)Cl. The product is [NH2:17][C:16]1[C:14]2[C:9](=[C:10]([Br:15])[CH:11]=[CH:12][CH:13]=2)[N:8]=[N:7][C:6]=1[C:5]([NH:4][CH2:1][CH2:2][CH3:3])=[O:18]. The yield is 0.840. (5) The reactants are [F:1][C:2]([F:18])([F:17])[C:3]1[CH:4]=[C:5]([C:9]2[CH:14]=[CH:13][C:12]([CH2:15][NH2:16])=[CH:11][CH:10]=2)[CH:6]=[CH:7][CH:8]=1.[CH2:19]([N:21]([CH2:32][C:33](O)=[O:34])[S:22]([C:25]1[CH:30]=[CH:29][C:28]([F:31])=[CH:27][CH:26]=1)(=[O:24])=[O:23])[CH3:20].CN(C(ON1N=NC2C=CC=NC1=2)=[N+](C)C)C.F[P-](F)(F)(F)(F)F.C(N(CC)C(C)C)(C)C.OS([O-])(=O)=O.[K+]. The catalyst is C(Cl)Cl. The product is [CH2:19]([N:21]([S:22]([C:25]1[CH:26]=[CH:27][C:28]([F:31])=[CH:29][CH:30]=1)(=[O:24])=[O:23])[CH2:32][C:33]([NH:16][CH2:15][C:12]1[CH:13]=[CH:14][C:9]([C:5]2[CH:6]=[CH:7][CH:8]=[C:3]([C:2]([F:17])([F:18])[F:1])[CH:4]=2)=[CH:10][CH:11]=1)=[O:34])[CH3:20]. The yield is 0.510. (6) The reactants are [Cl:1][C:2]1[CH:3]=[CH:4][C:5]2[N:6]([CH:8]=[N:9][CH:10]=2)[CH:7]=1.C(=O)(O)[O-].[Na+].[I:16]I. The catalyst is CCO.O. The product is [Cl:1][C:2]1[CH:3]=[CH:4][C:5]2[N:6]([CH:8]=[N:9][C:10]=2[I:16])[CH:7]=1. The yield is 0.360. (7) The reactants are [N:1]1([C:15]([O:17][C:18]([CH3:21])([CH3:20])[CH3:19])=[O:16])[CH2:6][CH2:5][CH:4]([C:7](OC)=[O:8])[CH:3]([C:11](OC)=[O:12])[CH2:2]1.[BH4-].[Na+]. The catalyst is CCO. The product is [OH:12][CH2:11][CH:3]1[CH:4]([CH2:7][OH:8])[CH2:5][CH2:6][N:1]([C:15]([O:17][C:18]([CH3:21])([CH3:20])[CH3:19])=[O:16])[CH2:2]1. The yield is 0.920. (8) The reactants are [F:1][C:2]1[CH:7]=[CH:6][C:5]([C:8](=[O:40])[CH2:9][CH2:10][CH2:11][N:12]2[CH2:39][CH2:38][C:15]3([N:19]([C:20]4[CH:25]=[CH:24][CH:23]=[CH:22][CH:21]=4)[CH2:18][N:17]([CH2:26][C:27]4[CH:28]=[C:29]([CH:34]=[CH:35][CH:36]=4)[C:30]([O:32]C)=[O:31])[C:16]3=[O:37])[CH2:14][CH2:13]2)=[CH:4][CH:3]=1.[OH-].[Li+].CO. The catalyst is O. The product is [F:1][C:2]1[CH:7]=[CH:6][C:5]([C:8](=[O:40])[CH2:9][CH2:10][CH2:11][N:12]2[CH2:39][CH2:38][C:15]3([N:19]([C:20]4[CH:25]=[CH:24][CH:23]=[CH:22][CH:21]=4)[CH2:18][N:17]([CH2:26][C:27]4[CH:28]=[C:29]([CH:34]=[CH:35][CH:36]=4)[C:30]([OH:32])=[O:31])[C:16]3=[O:37])[CH2:14][CH2:13]2)=[CH:4][CH:3]=1. The yield is 0.250.